Dataset: Reaction yield outcomes from USPTO patents with 853,638 reactions. Task: Predict the reaction yield, written as a fraction of the theoretical maximum amount of product (1.0 means a 100% yield; for example, 0.34 means a 34% yield). (1) The reactants are [N+:1]([C:4]1[CH:5]=[C:6]([CH:16]=[CH:17][CH:18]=1)[C:7]([NH:9][C:10]1[CH:15]=[CH:14][N:13]=[CH:12][N:11]=1)=[O:8])([O-])=O. The catalyst is CCO.[Pd]. The product is [NH2:1][C:4]1[CH:5]=[C:6]([CH:16]=[CH:17][CH:18]=1)[C:7]([NH:9][C:10]1[CH:15]=[CH:14][N:13]=[CH:12][N:11]=1)=[O:8]. The yield is 1.00. (2) The reactants are [C:1]([O:5][C:6]([NH:8][C@H:9]([CH2:29][C:30]1[CH:35]=[C:34]([F:36])[C:33]([F:37])=[CH:32][C:31]=1[F:38])[CH2:10][C:11]([N:13]1[CH2:18][CH2:17][N:16]2[C:19]([C:25]([F:28])([F:27])[F:26])=[N:20][C:21](C(O)=O)=[C:15]2[CH2:14]1)=[O:12])=[O:7])([CH3:4])([CH3:3])[CH3:2].[CH2:39](N)[CH2:40][CH3:41].[O:43]=[C:44]1[N:48](P(Cl)(N2CCOC2=O)=O)CCO1.C(N(CC)CC)C. The catalyst is ClCCl. The product is [C:1]([O:5][C:6](=[O:7])[NH:8][C@H:9]([CH2:29][C:30]1[CH:35]=[C:34]([F:36])[C:33]([F:37])=[CH:32][C:31]=1[F:38])[CH2:10][C:11]([N:13]1[CH2:18][CH:17]([C:44](=[O:43])[NH2:48])[N:16]2[C:19]([C:25]([F:27])([F:28])[F:26])=[N:20][C:21]([CH2:39][CH2:40][CH3:41])=[C:15]2[CH2:14]1)=[O:12])([CH3:2])([CH3:4])[CH3:3]. The yield is 0.343. (3) The reactants are C1(C)C(C)=CC=CC=1.[N:9](/[C:12](=[CH:17]\[C:18]1[CH:19]=[C:20]2[C:24](=[CH:25][CH:26]=1)[NH:23][CH:22]=[CH:21]2)/[C:13]([O:15][CH3:16])=[O:14])=[N+]=[N-]. No catalyst specified. The product is [NH:9]1[C:19]2[C:18](=[CH:26][CH:25]=[C:24]3[C:20]=2[CH:21]=[CH:22][NH:23]3)[CH:17]=[C:12]1[C:13]([O:15][CH3:16])=[O:14]. The yield is 0.620. (4) The reactants are [C:1]([C:4]1[C:9]([C:10]2[CH:15]=[CH:14][CH:13]=[CH:12][CH:11]=2)=[N:8][N:7]([CH2:16][CH3:17])[C:6](=[O:18])[C:5]=1[N+:19]([O-])=O)(=[O:3])[CH3:2].N[C:23]1[CH:32]=[CH:31][CH:30]=[C:29]2[C:24]=1[CH:25]=[CH:26][CH:27]=[N:28]2. The catalyst is C(O)C. The product is [C:1]([C:4]1[C:9]([C:10]2[CH:15]=[CH:14][CH:13]=[CH:12][CH:11]=2)=[N:8][N:7]([CH2:16][CH3:17])[C:6](=[O:18])[C:5]=1[NH:19][C:23]1[CH:32]=[CH:31][CH:30]=[C:29]2[C:24]=1[CH:25]=[CH:26][CH:27]=[N:28]2)(=[O:3])[CH3:2]. The yield is 0.748.